Dataset: Full USPTO retrosynthesis dataset with 1.9M reactions from patents (1976-2016). Task: Predict the reactants needed to synthesize the given product. (1) Given the product [NH2:1][CH2:2][C:3]1[C:4](=[O:16])[NH:5][C:6]([CH3:15])=[CH:7][C:8]=1[CH:9]1[CH2:14][CH2:13]1, predict the reactants needed to synthesize it. The reactants are: [NH2:1][CH2:2][C:3]1[C:4](=[O:16])[NH:5][C:6]([CH3:15])=[CH:7][C:8]=1[CH:9]1[CH2:14][CH2:13]CCC1.C1(C2C=C(C)NC(=O)C=2C#N)CC1. (2) The reactants are: [CH3:1][C:2]1[CH:3]=[C:4]([P:9]([C:45]2[CH:50]=[C:49]([CH3:51])[CH:48]=[C:47]([CH3:52])[CH:46]=2)([C:11]2[C:16]([C:17]3[C:22]([P:23]([C:33]4[CH:38]=[C:37]([CH3:39])[CH:36]=[C:35]([CH3:40])[CH:34]=4)([C:25]4[CH:30]=[C:29]([CH3:31])[CH:28]=[C:27]([CH3:32])[CH:26]=4)=O)=[CH:21][C:20]([CH3:41])=[CH:19][C:18]=3[CH3:42])=[C:15]([CH3:43])[CH:14]=[C:13]([CH3:44])[CH:12]=2)=O)[CH:5]=[C:6]([CH3:8])[CH:7]=1.C(N(CC)CC)C.Cl[SiH](Cl)Cl.[OH-].[Na+]. Given the product [CH3:41][C:20]1[CH:19]=[C:18]([CH3:42])[C:17]([C:16]2[C:15]([CH3:43])=[CH:14][C:13]([CH3:44])=[CH:12][C:11]=2[P:9]([C:4]2[CH:5]=[C:6]([CH3:8])[CH:7]=[C:2]([CH3:1])[CH:3]=2)[C:45]2[CH:50]=[C:49]([CH3:51])[CH:48]=[C:47]([CH3:52])[CH:46]=2)=[C:22]([P:23]([C:33]2[CH:38]=[C:37]([CH3:39])[CH:36]=[C:35]([CH3:40])[CH:34]=2)[C:25]2[CH:26]=[C:27]([CH3:32])[CH:28]=[C:29]([CH3:31])[CH:30]=2)[CH:21]=1, predict the reactants needed to synthesize it. (3) Given the product [F:1][C:2]1[CH:3]=[C:4]2[C:8](=[CH:9][CH:10]=1)[NH:7][C:6]([CH2:11][NH:29][C@@H:26]1[C@@H:24]3[C@@H:23]([CH2:22][N:21]([C:18]4[CH:17]=[CH:16][C:15]([C:14]([F:31])([F:30])[F:13])=[CH:20][N:19]=4)[CH2:25]3)[CH2:28][CH2:27]1)=[CH:5]2, predict the reactants needed to synthesize it. The reactants are: [F:1][C:2]1[CH:3]=[C:4]2[C:8](=[CH:9][CH:10]=1)[NH:7][C:6]([CH:11]=O)=[CH:5]2.[F:13][C:14]([F:31])([F:30])[C:15]1[CH:16]=[CH:17][C:18]([N:21]2[CH2:25][C@@H:24]3[C@@H:26]([NH2:29])[CH2:27][CH2:28][C@@H:23]3[CH2:22]2)=[N:19][CH:20]=1.C(O)(=O)C.C([BH3-])#N. (4) The reactants are: [Cl:1][C:2]1[C:3]([N+:13]([O-:15])=[O:14])=[C:4]2[C:9](=[CH:10][CH:11]=1)[C:8](=[O:12])O[CH:6]=[CH:5]2.Cl.[NH2:17][C@@H:18]([CH3:22])[C:19]([NH2:21])=[O:20].C(N(CC)CC)C.CO. Given the product [Cl:1][C:2]1[C:3]([N+:13]([O-:15])=[O:14])=[C:4]2[C:9](=[CH:10][CH:11]=1)[C:8](=[O:12])[N:17]([C@@H:18]([CH3:22])[C:19]([NH2:21])=[O:20])[CH:6]=[CH:5]2, predict the reactants needed to synthesize it. (5) Given the product [Cl:22][C:16]1[CH:17]=[CH:18][CH:19]=[C:20]([Cl:21])[C:15]=1[C:13]1[CH:14]=[C:10]([C:8]2[C:7]3[C:2](=[N:3][CH:4]=[CH:5][CH:6]=3)[NH:25][N:24]=2)[NH:11][CH:12]=1, predict the reactants needed to synthesize it. The reactants are: Cl[C:2]1[C:7]([C:8]([C:10]2[NH:11][CH:12]=[C:13]([C:15]3[C:20]([Cl:21])=[CH:19][CH:18]=[CH:17][C:16]=3[Cl:22])[CH:14]=2)=O)=[CH:6][CH:5]=[CH:4][N:3]=1.O.[NH2:24][NH2:25].